This data is from Forward reaction prediction with 1.9M reactions from USPTO patents (1976-2016). The task is: Predict the product of the given reaction. (1) Given the reactants [OH:1][CH2:2][C@H:3]1[O:7][C:6](=[O:8])[CH2:5][CH2:4]1.[O:9]1[CH:14]=[CH:13][CH2:12][CH2:11][CH2:10]1.CC1C=CC(S([O-])(=O)=O)=CC=1.C1C=C[NH+]=CC=1, predict the reaction product. The product is: [O:9]1[CH2:14][CH2:13][CH2:12][CH2:11][CH:10]1[O:1][CH2:2][C@H:3]1[O:7][C:6](=[O:8])[CH2:5][CH2:4]1. (2) Given the reactants [CH:1]([C:3]1[CH:4]=[C:5]([CH:37]([CH2:42][C:43]([O:45]C)=[O:44])[C:38]([O:40]C)=[O:39])[CH:6]=[C:7]([C:16]2[CH:21]=[C:20]([CH2:22][N:23]3[CH2:28][CH2:27][N:26]([CH3:29])[CH2:25][CH2:24]3)[CH:19]=[CH:18][C:17]=2[O:30]COCCOC)[C:8]=1[O:9]COCCOC)=O.Cl.[NH2:48][C:49]1[CH:50]=[C:51]([CH:55]=[CH:56][C:57]=1[NH2:58])[C:52]([NH2:54])=[NH:53].C1(=O)C=CC(=O)C=C1, predict the reaction product. The product is: [C:52]([C:51]1[CH:55]=[CH:56][C:57]2[NH:58][C:1]([C:3]3[CH:4]=[C:5]([CH:37]([CH2:42][C:43]([OH:45])=[O:44])[C:38]([OH:40])=[O:39])[CH:6]=[C:7]([C:16]4[CH:21]=[C:20]([CH2:22][N:23]5[CH2:24][CH2:25][N:26]([CH3:29])[CH2:27][CH2:28]5)[CH:19]=[CH:18][C:17]=4[OH:30])[C:8]=3[OH:9])=[N:48][C:49]=2[CH:50]=1)(=[NH:54])[NH2:53]. (3) Given the reactants [NH:1]1[CH2:6][CH2:5][O:4][CH2:3][CH2:2]1.C(=O)([O-])[O-].[Cs+].[Cs+].[CH2:13]([O:20][C:21]1[CH:48]=[CH:47][C:46](Br)=[CH:45][C:22]=1[C:23]([NH:25][C:26]1[CH:38]=[C:37]([C:39]2[CH:44]=[CH:43][CH:42]=[CH:41][CH:40]=2)[CH:36]=[CH:35][C:27]=1[C:28]([O:30][C:31]([CH3:34])([CH3:33])[CH3:32])=[O:29])=[O:24])[C:14]1[CH:19]=[CH:18][CH:17]=[CH:16][CH:15]=1.C(O)(=O)CC(CC(O)=O)(C(O)=O)O, predict the reaction product. The product is: [C:31]([O:30][C:28](=[O:29])[C:27]1[CH:35]=[CH:36][C:37]([C:39]2[CH:44]=[CH:43][CH:42]=[CH:41][CH:40]=2)=[CH:38][C:26]=1[NH:25][C:23](=[O:24])[C:22]1[CH:45]=[C:46]([N:1]2[CH2:6][CH2:5][O:4][CH2:3][CH2:2]2)[CH:47]=[CH:48][C:21]=1[O:20][CH2:13][C:14]1[CH:15]=[CH:16][CH:17]=[CH:18][CH:19]=1)([CH3:34])([CH3:32])[CH3:33]. (4) Given the reactants [Cl:1][C:2]1[CH:8]=[CH:7][C:5]([NH2:6])=[CH:4][CH:3]=1.[CH2:9]([C:11](=O)[C:12]([O-:14])=[O:13])[CH3:10].[Br:16][C:17]1[CH:24]=[CH:23][C:20](C=C)=[CH:19][CH:18]=1.F[C:26](F)(F)[C:27](O)=O, predict the reaction product. The product is: [CH2:26]([O:14][C:12]([CH:11]1[CH2:9][CH:10]([C:20]2[CH:23]=[CH:24][C:17]([Br:16])=[CH:18][CH:19]=2)[C:7]2[C:5](=[CH:4][CH:3]=[C:2]([Cl:1])[CH:8]=2)[NH:6]1)=[O:13])[CH3:27]. (5) Given the reactants [NH:1]1[C:9]2[C:4](=[CH:5][CH:6]=[CH:7][C:8]=2[CH:10]=[O:11])[CH:3]=[CH:2]1.[H-].[Na+].CI.[C:16](OCC)(=O)C, predict the reaction product. The product is: [CH3:16][N:1]1[C:9]2[C:4](=[CH:5][CH:6]=[CH:7][C:8]=2[CH:10]=[O:11])[CH:3]=[CH:2]1. (6) Given the reactants [CH2:1]([C:3]1[C:8](=[O:9])[NH:7][C:6]([CH3:10])=[C:5]([C:11]2[CH:16]=[CH:15][CH:14]=[C:13]([CH:17]=O)[N:12]=2)[CH:4]=1)[CH3:2].[C:19]([N:22]1[CH2:27][CH2:26][NH:25][CH2:24][CH2:23]1)(=[O:21])[CH3:20], predict the reaction product. The product is: [C:19]([N:22]1[CH2:27][CH2:26][N:25]([CH2:17][C:13]2[N:12]=[C:11]([C:5]3[CH:4]=[C:3]([CH2:1][CH3:2])[C:8](=[O:9])[NH:7][C:6]=3[CH3:10])[CH:16]=[CH:15][CH:14]=2)[CH2:24][CH2:23]1)(=[O:21])[CH3:20].